Dataset: Peptide-MHC class I binding affinity with 185,985 pairs from IEDB/IMGT. Task: Regression. Given a peptide amino acid sequence and an MHC pseudo amino acid sequence, predict their binding affinity value. This is MHC class I binding data. The peptide sequence is EIEIEKNKK. The MHC is HLA-B15:01 with pseudo-sequence HLA-B15:01. The binding affinity (normalized) is 0.0847.